This data is from Reaction yield outcomes from USPTO patents with 853,638 reactions. The task is: Predict the reaction yield, written as a fraction of the theoretical maximum amount of product (1.0 means a 100% yield; for example, 0.34 means a 34% yield). (1) The reactants are Cl[C:2]1[N:7]=[C:6]([C:8]([F:11])([F:10])[F:9])[CH:5]=[CH:4][N:3]=1.[Si]([O:29][CH2:30][C:31]1[C:39]([S:40]([CH3:43])(=[O:42])=[O:41])=[CH:38][C:37]2[N:36]3[CH2:44][CH2:45][NH:46][CH:47]([CH:48]([CH3:50])[CH3:49])[C:35]3=[CH:34][C:33]=2[CH:32]=1)(C(C)(C)C)(C1C=CC=CC=1)C1C=CC=CC=1.CCN(C(C)C)C(C)C. The catalyst is CC(O)C.C(Cl)Cl. The product is [CH:48]([CH:47]1[C:35]2=[CH:34][C:33]3[CH:32]=[C:31]([CH2:30][OH:29])[C:39]([S:40]([CH3:43])(=[O:42])=[O:41])=[CH:38][C:37]=3[N:36]2[CH2:44][CH2:45][N:46]1[C:2]1[N:7]=[C:6]([C:8]([F:11])([F:10])[F:9])[CH:5]=[CH:4][N:3]=1)([CH3:50])[CH3:49]. The yield is 0.720. (2) The catalyst is CN(C)C=O. The product is [CH3:12][O:11][C:3]1[CH:4]=[C:5]([N+:8]([O-:10])=[O:9])[CH:6]=[CH:7][C:2]=1[C:14]([F:19])([F:18])[F:13]. The yield is 0.720. The reactants are Br[C:2]1[CH:7]=[CH:6][C:5]([N+:8]([O-:10])=[O:9])=[CH:4][C:3]=1[O:11][CH3:12].[F:13][C:14]([F:19])([F:18])C([O-])=O.[K+].C1(C)C=CC=CC=1.